From a dataset of Full USPTO retrosynthesis dataset with 1.9M reactions from patents (1976-2016). Predict the reactants needed to synthesize the given product. Given the product [F:15][C:12]1[CH:11]=[CH:10][C:9]([CH2:8][C:6]2[CH:7]=[C:2]([NH:1][CH2:29][C:28]3[CH:27]=[CH:26][C:25]([S:22]([CH3:21])(=[O:24])=[O:23])=[CH:32][CH:31]=3)[C:3]([C:16]([O:18][CH2:19][CH3:20])=[O:17])=[N:4][CH:5]=2)=[CH:14][CH:13]=1, predict the reactants needed to synthesize it. The reactants are: [NH2:1][C:2]1[C:3]([C:16]([O:18][CH2:19][CH3:20])=[O:17])=[N:4][CH:5]=[C:6]([CH2:8][C:9]2[CH:14]=[CH:13][C:12]([F:15])=[CH:11][CH:10]=2)[CH:7]=1.[CH3:21][S:22]([C:25]1[CH:32]=[CH:31][C:28]([CH:29]=O)=[CH:27][CH:26]=1)(=[O:24])=[O:23].